From a dataset of NCI-60 drug combinations with 297,098 pairs across 59 cell lines. Regression. Given two drug SMILES strings and cell line genomic features, predict the synergy score measuring deviation from expected non-interaction effect. Drug 1: CCC1(CC2CC(C3=C(CCN(C2)C1)C4=CC=CC=C4N3)(C5=C(C=C6C(=C5)C78CCN9C7C(C=CC9)(C(C(C8N6C=O)(C(=O)OC)O)OC(=O)C)CC)OC)C(=O)OC)O.OS(=O)(=O)O. Drug 2: CC1=C(C(=O)C2=C(C1=O)N3CC4C(C3(C2COC(=O)N)OC)N4)N. Cell line: NCI/ADR-RES. Synergy scores: CSS=14.7, Synergy_ZIP=-4.09, Synergy_Bliss=2.39, Synergy_Loewe=-5.55, Synergy_HSA=1.76.